This data is from Full USPTO retrosynthesis dataset with 1.9M reactions from patents (1976-2016). The task is: Predict the reactants needed to synthesize the given product. (1) Given the product [CH3:1][C:2]1[CH:3]=[C:4]2[CH:10]=[CH:9][NH:8][C:5]2=[N:6][CH:7]=1, predict the reactants needed to synthesize it. The reactants are: [CH3:1][C:2]1[CH:3]=[C:4]2[CH:10]=[CH:9][N:8]([Si](C(C)C)(C(C)C)C(C)C)[C:5]2=[N:6][CH:7]=1.[F-].O. (2) The reactants are: [C:1](=[O:4])([O-])[O-].[K+].[K+].[CH3:7]O.C=O.[CH2:11]([NH:13][CH2:14][Si:15]([CH3:18])([CH3:17])[CH3:16])[CH3:12]. Given the product [CH2:11]([N:13]([CH2:7][O:4][CH3:1])[CH2:14][Si:15]([CH3:18])([CH3:17])[CH3:16])[CH3:12], predict the reactants needed to synthesize it.